Task: Predict which catalyst facilitates the given reaction.. Dataset: Catalyst prediction with 721,799 reactions and 888 catalyst types from USPTO (1) Product: [Br:6][C:7]1[N:8]=[C:9]2[CH2:14][CH:13]([C:15]([O:17][CH3:18])=[O:16])[CH2:12][CH2:11][N:10]2[CH:19]=1. Reactant: O1CCCC1.[Br:6][C:7]1[N:8]=[C:9]2[CH2:14][CH:13]([C:15]([O:17][CH3:18])=[O:16])[CH2:12][CH2:11][N:10]2[C:19]=1Br.C([Mg]Br)(C)C.O. The catalyst class is: 13. (2) Reactant: C1C2C(COC([NH:18][C@H:19]([C:25]([NH:27][C:28]3[CH:33]=[CH:32][C:31]([O:34][CH3:35])=[CH:30][C:29]=3[C:36](=O)[C:37]3[CH:42]=[CH:41][C:40]([Br:43])=[CH:39][CH:38]=3)=[O:26])[CH2:20][C:21]([O:23][CH3:24])=[O:22])=O)C3C(=CC=CC=3)C=2C=CC=1. Product: [Br:43][C:40]1[CH:41]=[CH:42][C:37]([C:36]2[C:29]3[CH:30]=[C:31]([O:34][CH3:35])[CH:32]=[CH:33][C:28]=3[NH:27][C:25](=[O:26])[C@H:19]([CH2:20][C:21]([O:23][CH3:24])=[O:22])[N:18]=2)=[CH:38][CH:39]=1. The catalyst class is: 5. (3) Reactant: [H-].[Na+].C(OC(=O)[NH:9][C@@H:10]([CH3:25])[CH2:11][C:12]1[C:20]2[CH:19]=[C:18]([OH:21])[CH:17]=[CH:16][C:15]=2[N:14]2[CH2:22][CH2:23][CH2:24][C:13]=12)(C)(C)C.Br[CH2:28][CH2:29][O:30][CH2:31][CH2:32][O:33][CH3:34].O. Product: [CH3:34][O:33][CH2:32][CH2:31][O:30][CH2:29][CH2:28][O:21][C:18]1[CH:17]=[CH:16][C:15]2[N:14]3[CH2:22][CH2:23][CH2:24][C:13]3=[C:12]([CH2:11][C@@H:10]([NH2:9])[CH3:25])[C:20]=2[CH:19]=1. The catalyst class is: 42. (4) Reactant: C(N(C(C)C)CC)(C)C.[C:10]([O:14][C:15](=[O:23])[NH:16][CH:17]1[CH2:22][CH2:21][NH:20][CH2:19][CH2:18]1)([CH3:13])([CH3:12])[CH3:11].[Br:24][CH2:25][C:26]1[CH:31]=[CH:30][C:29]([S:32](Cl)(=[O:34])=[O:33])=[CH:28][CH:27]=1. Product: [C:10]([O:14][C:15](=[O:23])[NH:16][CH:17]1[CH2:22][CH2:21][N:20]([S:32]([C:29]2[CH:28]=[CH:27][C:26]([CH2:25][Br:24])=[CH:31][CH:30]=2)(=[O:33])=[O:34])[CH2:19][CH2:18]1)([CH3:13])([CH3:11])[CH3:12]. The catalyst class is: 2. (5) Reactant: [C:1]1([CH2:7][C:8](=[O:13])[CH2:9][CH2:10][CH2:11][CH3:12])[CH:6]=[CH:5][CH:4]=[CH:3][CH:2]=1.N1CCCC[CH2:15]1.C=O. Product: [C:1]1([C:7]([C:8](=[O:13])[CH2:9][CH2:10][CH2:11][CH3:12])=[CH2:15])[CH:6]=[CH:5][CH:4]=[CH:3][CH:2]=1. The catalyst class is: 15. (6) Reactant: Cl.[CH2:2]1[C@H:6]2[CH2:7][CH2:8][NH:9][CH2:10][CH2:11][C@H:5]2[CH2:4][N:3]1[C:12]([O:14][C:15]([CH3:18])([CH3:17])[CH3:16])=[O:13].C(N(CC)CC)C.[Br:26][CH2:27][C:28](Cl)=[O:29]. Product: [Br:26][CH2:27][C:28]([N:9]1[CH2:8][CH2:7][C@H:6]2[CH2:2][N:3]([C:12]([O:14][C:15]([CH3:18])([CH3:17])[CH3:16])=[O:13])[CH2:4][C@H:5]2[CH2:11][CH2:10]1)=[O:29]. The catalyst class is: 4.